Dataset: Forward reaction prediction with 1.9M reactions from USPTO patents (1976-2016). Task: Predict the product of the given reaction. Given the reactants [C@H]1(N)CC[C@H](N)CC1.C(OC(OC(C)(C)C)=O)(OC(C)(C)C)=O.O.[C:25]([O:29][C:30](=[O:46])[NH:31][C@H:32]1[CH2:37][CH2:36][C@H:35]([NH:38][C:39]([O:41][C:42]([CH3:45])([CH3:44])[CH3:43])=[O:40])[CH2:34][CH2:33]1)([CH3:28])([CH3:27])[CH3:26], predict the reaction product. The product is: [C:25]([O:29][C:30](=[O:46])[NH:31][C@H:32]1[CH2:37][CH2:36][C@@H:35]([NH:38][C:39]([O:41][C:42]([CH3:45])([CH3:44])[CH3:43])=[O:40])[CH2:34][CH2:33]1)([CH3:28])([CH3:27])[CH3:26].